From a dataset of Forward reaction prediction with 1.9M reactions from USPTO patents (1976-2016). Predict the product of the given reaction. (1) Given the reactants N[C:2]1[CH:7]=[CH:6][C:5]([C:8]([N:10]2[CH2:15][CH2:14][O:13][CH2:12][CH2:11]2)=[O:9])=[CH:4][C:3]=1[C:16]([F:19])([F:18])[F:17].OS(O)(=O)=O.N([O-])=O.[Na+].[BrH:29], predict the reaction product. The product is: [Br:29][C:2]1[CH:7]=[CH:6][C:5]([C:8]([N:10]2[CH2:15][CH2:14][O:13][CH2:12][CH2:11]2)=[O:9])=[CH:4][C:3]=1[C:16]([F:19])([F:18])[F:17]. (2) Given the reactants [C:1]([O:4][CH2:5][C:6]1[CH:11]=[C:10]([N:12]([C:23]([O:25][C:26]([CH3:29])([CH3:28])[CH3:27])=[O:24])[C:13]2[CH:18]=[CH:17][C:16]([C:19]#[N:20])=[C:15]([O:21][CH3:22])[N:14]=2)[CH:9]=[CH:8][C:7]=1Br)(=[O:3])[CH3:2].C([O-])(=O)C.[K+].[B:36]1([B:36]2[O:40][C:39]([CH3:42])([CH3:41])[C:38]([CH3:44])([CH3:43])[O:37]2)[O:40][C:39]([CH3:42])([CH3:41])[C:38]([CH3:44])([CH3:43])[O:37]1, predict the reaction product. The product is: [C:1]([O:4][CH2:5][C:6]1[CH:11]=[C:10]([N:12]([C:23]([O:25][C:26]([CH3:29])([CH3:28])[CH3:27])=[O:24])[C:13]2[CH:18]=[CH:17][C:16]([C:19]#[N:20])=[C:15]([O:21][CH3:22])[N:14]=2)[CH:9]=[CH:8][C:7]=1[B:36]1[O:40][C:39]([CH3:42])([CH3:41])[C:38]([CH3:44])([CH3:43])[O:37]1)(=[O:3])[CH3:2]. (3) Given the reactants [Br:1][C:2]1[C:15]2[C:16]3=[C:17]4[C:12](=[CH:13][CH:14]=2)[CH:11]=[CH:10][C:9](Br)=[C:8]4[CH:7]=[CH:6][C:5]3=[CH:4][CH:3]=1.[C:19]1(B(O)O)[C:28]2[C:23](=[CH:24][CH:25]=[CH:26][CH:27]=2)[CH:22]=[CH:21][CH:20]=1.C([O-])([O-])=O.[Na+].[Na+].CCO, predict the reaction product. The product is: [Br:1][C:2]1[C:15]2[C:16]3=[C:17]4[C:12](=[CH:13][CH:14]=2)[CH:11]=[CH:10][C:9]([C:27]2[C:28]5[C:23](=[CH:22][CH:21]=[CH:20][CH:19]=5)[CH:24]=[CH:25][CH:26]=2)=[C:8]4[CH:7]=[CH:6][C:5]3=[CH:4][CH:3]=1. (4) Given the reactants [Cl:1][C:2]1[CH:3]=[C:4]2[C:8](=[CH:9][CH:10]=1)[NH:7][C:6]([C:11]([OH:13])=O)=[CH:5]2.Cl.CN(C)CCCN=C=NCC.O.O[N:28]1[C:32]2C=[CH:34][CH:35]=[CH:36][C:31]=2[N:30]=N1, predict the reaction product. The product is: [ClH:1].[NH2:28][C@@H:32]1[CH2:34][CH2:35][CH2:36][C@H:31]1[NH:30][C:11]([C:6]1[NH:7][C:8]2[C:4]([CH:5]=1)=[CH:3][C:2]([Cl:1])=[CH:10][CH:9]=2)=[O:13]. (5) Given the reactants [NH2:1][CH2:2][C:3]1[CH:8]=[CH:7][C:6]([F:9])=[CH:5][N:4]=1.[Cl:10][C:11]1[CH:27]=[CH:26][C:14]2[CH2:15][CH2:16][N:17]([C:20](=[O:25])[C:21]([F:24])([F:23])[F:22])[CH2:18][CH2:19][C:13]=2[C:12]=1OS(C(F)(F)F)(=O)=O, predict the reaction product. The product is: [Cl:10][C:11]1[CH:27]=[CH:26][C:14]2[CH2:15][CH2:16][N:17]([C:20](=[O:25])[C:21]([F:22])([F:24])[F:23])[CH2:18][CH2:19][C:13]=2[C:12]=1[NH:1][CH2:2][C:3]1[CH:8]=[CH:7][C:6]([F:9])=[CH:5][N:4]=1. (6) Given the reactants Cl[C:2](Cl)([O:4]C(=O)OC(Cl)(Cl)Cl)Cl.C(N(CC)CC)C.[NH2:20][C:21]1[N:25]=[C:24]([N:26]2[CH2:31][CH2:30][CH2:29][CH:28]([NH:32][C:33]([O:35][C:36]([CH3:39])([CH3:38])[CH3:37])=[O:34])[CH2:27]2)[N:23]([CH2:40][C:41]#[C:42][CH3:43])[C:22]=1[C:44](OCC)=[O:45].[C:49]1([CH2:59][NH2:60])[C:58]2[C:53](=[CH:54][CH:55]=[CH:56][CH:57]=2)[CH:52]=[CH:51][CH:50]=1, predict the reaction product. The product is: [C:49]1([CH2:59][N:60]2[C:44](=[O:45])[C:22]3[N:23]([CH2:40][C:41]#[C:42][CH3:43])[C:24]([N:26]4[CH2:31][CH2:30][CH2:29][CH:28]([NH:32][C:33]([O:35][C:36]([CH3:39])([CH3:37])[CH3:38])=[O:34])[CH2:27]4)=[N:25][C:21]=3[NH:20][C:2]2=[O:4])[C:58]2[C:53](=[CH:54][CH:55]=[CH:56][CH:57]=2)[CH:52]=[CH:51][CH:50]=1. (7) Given the reactants [CH3:1][C:2]1[C:7]([CH:8]([CH2:14][CH2:15][CH3:16])[C:9]([O:11]CC)=[O:10])=[C:6]([C:17]2[CH:22]=[CH:21][C:20]([CH3:23])=[CH:19][CH:18]=2)[N:5]2[N:24]=[CH:25][C:26]([C:27]3[CH:32]=[CH:31][CH:30]=[CH:29][CH:28]=3)=[C:4]2[N:3]=1.[OH-].[Na+], predict the reaction product. The product is: [CH3:1][C:2]1[C:7]([CH:8]([CH2:14][CH2:15][CH3:16])[C:9]([OH:11])=[O:10])=[C:6]([C:17]2[CH:22]=[CH:21][C:20]([CH3:23])=[CH:19][CH:18]=2)[N:5]2[N:24]=[CH:25][C:26]([C:27]3[CH:28]=[CH:29][CH:30]=[CH:31][CH:32]=3)=[C:4]2[N:3]=1. (8) Given the reactants [CH2:1]([N:8]([CH2:15][C:16]1[CH:21]=[CH:20][CH:19]=[CH:18][CH:17]=1)[CH2:9][CH2:10][C:11]1([OH:14])[CH2:13][CH2:12]1)[C:2]1[CH:7]=[CH:6][CH:5]=[CH:4][CH:3]=1.[H-].[Na+].I[CH3:25], predict the reaction product. The product is: [CH2:15]([N:8]([CH2:1][C:2]1[CH:3]=[CH:4][CH:5]=[CH:6][CH:7]=1)[CH2:9][CH2:10][C:11]1([O:14][CH3:25])[CH2:12][CH2:13]1)[C:16]1[CH:21]=[CH:20][CH:19]=[CH:18][CH:17]=1. (9) Given the reactants OS(O)(=O)=O.[NH:6]1[C:14]2[C:9](=[CH:10][CH:11]=[CH:12][CH:13]=2)[C:8]([C:15]([OH:17])=[O:16])=[N:7]1.[CH3:18]O, predict the reaction product. The product is: [CH3:18][O:16][C:15]([C:8]1[C:9]2[C:14](=[CH:13][CH:12]=[CH:11][CH:10]=2)[NH:6][N:7]=1)=[O:17].